This data is from Forward reaction prediction with 1.9M reactions from USPTO patents (1976-2016). The task is: Predict the product of the given reaction. (1) Given the reactants [CH3:1][NH:2][CH2:3][CH2:4][CH3:5].C1(N)CC1.C1(C2C=CC([N+]([O-])=[O:23])=C(C=2)N)CCCC=1.[N+:25]([C:28]1[CH:34]=[CH:33][C:32]([C:35]2[S:36][CH:37]=[CH:38][CH:39]=2)=[CH:31][C:29]=1[NH2:30])([O-])=O, predict the reaction product. The product is: [NH2:25][C:28]1[CH:34]=[CH:33][C:32]([C:35]2[S:36][CH:37]=[CH:38][CH:39]=2)=[CH:31][C:29]=1[NH:30][C:1]([NH:2][CH:3]1[CH2:5][CH2:4]1)=[O:23]. (2) Given the reactants [C:1]([C:5]1[NH:6][C:7]2[C:12]([CH:13]=1)=[CH:11][C:10]([NH2:14])=[CH:9][CH:8]=2)([CH3:4])([CH3:3])[CH3:2].[CH3:15][O:16][C:17]1[CH:22]=[CH:21][C:20]([C:23]2([C:26](O)=[O:27])[CH2:25][CH2:24]2)=[CH:19][CH:18]=1.C(N(CC)CC)C, predict the reaction product. The product is: [C:1]([C:5]1[NH:6][C:7]2[C:12]([CH:13]=1)=[CH:11][C:10]([NH:14][C:26]([C:23]1([C:20]3[CH:19]=[CH:18][C:17]([O:16][CH3:15])=[CH:22][CH:21]=3)[CH2:25][CH2:24]1)=[O:27])=[CH:9][CH:8]=2)([CH3:4])([CH3:2])[CH3:3].